Dataset: TCR-epitope binding with 47,182 pairs between 192 epitopes and 23,139 TCRs. Task: Binary Classification. Given a T-cell receptor sequence (or CDR3 region) and an epitope sequence, predict whether binding occurs between them. (1) The epitope is EIYKRWII. The TCR CDR3 sequence is CASSPWDTRGEKLFF. Result: 1 (the TCR binds to the epitope). (2) The epitope is YLQPRTFLL. The TCR CDR3 sequence is CASSEGLGGEQYF. Result: 1 (the TCR binds to the epitope). (3) The epitope is CTELKLSDY. The TCR CDR3 sequence is CASSLGRQGPSTDTQYF. Result: 1 (the TCR binds to the epitope). (4) The epitope is LLMPILTLT. The TCR CDR3 sequence is CSALKGSYNEQFF. Result: 1 (the TCR binds to the epitope). (5) The epitope is LPPIVAKEI. The TCR CDR3 sequence is CASSWTGPPGEQFF. Result: 1 (the TCR binds to the epitope). (6) The epitope is MMISAGFSL. The TCR CDR3 sequence is CASSSPLTSGRAFGELFF. Result: 0 (the TCR does not bind to the epitope). (7) The epitope is NEGVKAAW. The TCR CDR3 sequence is CASSITGTGEAFF. Result: 1 (the TCR binds to the epitope). (8) The epitope is TPRVTGGGAM. The TCR CDR3 sequence is CASSVDPTGGNYGYTF. Result: 0 (the TCR does not bind to the epitope).